This data is from Full USPTO retrosynthesis dataset with 1.9M reactions from patents (1976-2016). The task is: Predict the reactants needed to synthesize the given product. (1) Given the product [Cl:12][C:10]1[S:11][C:6]2[CH:5]=[C:4]([C:1]([NH:45][CH:46]3[CH2:55][C:54]4[C:49](=[CH:50][CH:51]=[CH:52][CH:53]=4)[N:48]([CH2:56][C:57]([O:59][CH3:60])=[O:58])[C:47]3=[O:61])=[O:3])[NH:8][C:7]=2[C:9]=1[Cl:13], predict the reactants needed to synthesize it. The reactants are: [C:1]([C:4]1[NH:8][C:7]2[C:9]([Cl:13])=[C:10]([Cl:12])[S:11][C:6]=2[CH:5]=1)([OH:3])=O.C1C=CC2N(O)N=NC=2C=1.CCN=C=NCCCN(C)C.ClC1SC2NC(C([NH:45][CH:46]3[CH2:55][C:54]4[C:49](=[CH:50][CH:51]=[CH:52][CH:53]=4)[N:48]([CH2:56][C:57]([O:59][CH3:60])=[O:58])[C:47]3=[O:61])=O)=CC=2C=1. (2) The reactants are: [C:1]([O:5][C:6]([N:8]1[CH2:12][CH:11]([O:13][Si:14]([C:17]([CH3:20])([CH3:19])[CH3:18])([CH3:16])[CH3:15])[CH:10]([OH:21])[CH:9]1[CH2:22][CH2:23][NH:24][C:25]([O:27][CH2:28][C:29]1[CH:34]=[CH:33][CH:32]=[CH:31][CH:30]=1)=[O:26])=[O:7])([CH3:4])([CH3:3])[CH3:2].CCN(C(C)C)C(C)C.[CH3:44][S:45](Cl)(=[O:47])=[O:46]. Given the product [C:1]([O:5][C:6]([N:8]1[CH2:12][CH:11]([O:13][Si:14]([C:17]([CH3:18])([CH3:20])[CH3:19])([CH3:16])[CH3:15])[CH:10]([O:21][S:45]([CH3:44])(=[O:47])=[O:46])[CH:9]1[CH2:22][CH2:23][NH:24][C:25]([O:27][CH2:28][C:29]1[CH:34]=[CH:33][CH:32]=[CH:31][CH:30]=1)=[O:26])=[O:7])([CH3:2])([CH3:3])[CH3:4], predict the reactants needed to synthesize it. (3) Given the product [CH3:1][O:2][C:3](=[O:21])[CH2:4][C:5]([N:8]1[CH:12]=[C:11]([NH:13][C:14](=[O:20])[CH:15]([NH:19][C:24](=[O:25])[CH:23]([OH:22])[CH:27]([CH3:29])[CH3:28])[CH2:16][CH2:17][CH3:18])[N:10]=[CH:9]1)([CH3:6])[CH3:7], predict the reactants needed to synthesize it. The reactants are: [CH3:1][O:2][C:3](=[O:21])[CH2:4][C:5]([N:8]1[CH:12]=[C:11]([NH:13][C:14](=[O:20])[CH:15]([NH2:19])[CH2:16][CH2:17][CH3:18])[N:10]=[CH:9]1)([CH3:7])[CH3:6].[OH:22][C@@H:23]([CH:27]([CH3:29])[CH3:28])[C:24](O)=[O:25]. (4) Given the product [C:10]1([CH3:1])[CH:9]=[CH:8][CH:7]=[C:12]([O:13][CH2:16][C:17]2[CH:26]=[CH:25][C:20]([C:21]([O:23][CH3:24])=[O:22])=[CH:19][CH:18]=2)[CH:11]=1, predict the reactants needed to synthesize it. The reactants are: [C:1]([O-])([O-])=O.[K+].[K+].[C:7]1(C)[C:12]([OH:13])=[CH:11][CH:10]=[CH:9][CH:8]=1.Br[CH2:16][C:17]1[CH:26]=[CH:25][C:20]([C:21]([O:23][CH3:24])=[O:22])=[CH:19][CH:18]=1. (5) Given the product [CH3:1][C:2]1[C:6]([C:7]2[C:8]([O:29][CH3:30])=[CH:9][C:10]3[C:11]4[N:19]([C@@H:20]([C:22]5[CH:27]=[CH:26][CH:25]=[CH:24][N:23]=5)[CH3:21])[C:18](=[O:28])[N:17]([CH2:53][CH2:52][O:51][CH3:50])[C:12]=4[CH:13]=[N:14][C:15]=3[CH:16]=2)=[C:5]([CH3:31])[O:4][N:3]=1, predict the reactants needed to synthesize it. The reactants are: [CH3:1][C:2]1[C:6]([C:7]2[C:8]([O:29][CH3:30])=[CH:9][C:10]3[C:11]4[N:19]([C@@H:20]([C:22]5[CH:27]=[CH:26][CH:25]=[CH:24][N:23]=5)[CH3:21])[C:18](=[O:28])[NH:17][C:12]=4[CH:13]=[N:14][C:15]=3[CH:16]=2)=[C:5]([CH3:31])[O:4][N:3]=1.C(N=P1(N(CC)CC)N(C)CCCN1C)(C)(C)C.[CH3:50][O:51][CH2:52][CH2:53]Br. (6) Given the product [NH2:3][C:5]1[C:14]2[C:9](=[CH:10][C:11]([F:24])=[C:12]([O:15][C:16]3[C:21]([CH3:22])=[CH:20][CH:19]=[CH:18][C:17]=3[CH3:23])[CH:13]=2)[N:8]=[C:7]([N:25]2[CH:29]=[C:28]([C:30]([O:32][CH2:33][CH3:34])=[O:31])[CH:27]=[N:26]2)[N:6]=1, predict the reactants needed to synthesize it. The reactants are: CO.[NH3:3].Cl[C:5]1[C:14]2[C:9](=[CH:10][C:11]([F:24])=[C:12]([O:15][C:16]3[C:21]([CH3:22])=[CH:20][CH:19]=[CH:18][C:17]=3[CH3:23])[CH:13]=2)[N:8]=[C:7]([N:25]2[CH:29]=[C:28]([C:30]([O:32][CH2:33][CH3:34])=[O:31])[CH:27]=[N:26]2)[N:6]=1. (7) Given the product [Br:21][C:4]1[C:5]2[C:10](=[CH:9][C:8]([C:13]3[CH:18]=[CH:17][C:16]([O:19][CH3:20])=[CH:15][CH:14]=3)=[CH:7][CH:6]=2)[CH:11]=[CH:12][C:3]=1[O:2][CH3:1], predict the reactants needed to synthesize it. The reactants are: [CH3:1][O:2][C:3]1[CH:12]=[CH:11][C:10]2[C:5](=[CH:6][CH:7]=[C:8]([C:13]3[CH:18]=[CH:17][C:16]([O:19][CH3:20])=[CH:15][CH:14]=3)[CH:9]=2)[CH:4]=1.[Br:21]Br.O.